Dataset: Catalyst prediction with 721,799 reactions and 888 catalyst types from USPTO. Task: Predict which catalyst facilitates the given reaction. (1) Reactant: [C:1]([O:5][C:6]([N:8]([CH2:11][C:12]1[C:13]([CH3:41])=[C:14]([C:18]2[CH:19]=[C:20]3[C:24](=[CH:25][CH:26]=2)[N:23]([CH:27]2[CH2:32][CH2:31][CH2:30][CH2:29][O:28]2)[N:22]=[C:21]3[C:33]2[NH:34][C:35]([C:38]([OH:40])=O)=[CH:36][N:37]=2)[CH:15]=[N:16][CH:17]=1)[CH2:9][CH3:10])=[O:7])([CH3:4])([CH3:3])[CH3:2].CCN(CC)CC.[NH2:49][CH2:50][C:51]1[CH:52]=[N:53][CH:54]=[CH:55][CH:56]=1.CN(C(ON1N=NC2C=CC=NC1=2)=[N+](C)C)C.F[P-](F)(F)(F)(F)F. Product: [CH2:9]([N:8]([CH2:11][C:12]1[CH:17]=[N:16][CH:15]=[C:14]([C:18]2[CH:19]=[C:20]3[C:24](=[CH:25][CH:26]=2)[N:23]([CH:27]2[CH2:32][CH2:31][CH2:30][CH2:29][O:28]2)[N:22]=[C:21]3[C:33]2[NH:34][C:35]([C:38]([NH:49][CH2:50][C:51]3[CH:52]=[N:53][CH:54]=[CH:55][CH:56]=3)=[O:40])=[CH:36][N:37]=2)[C:13]=1[CH3:41])[C:6](=[O:7])[O:5][C:1]([CH3:4])([CH3:3])[CH3:2])[CH3:10]. The catalyst class is: 2. (2) Reactant: [C:1]1([C:7](=O)[CH2:8][C:9]2[CH:14]=[CH:13][CH:12]=[CH:11][CH:10]=2)[CH:6]=[CH:5][CH:4]=[CH:3][CH:2]=1.[OH:16][C:17]1[CH:24]=[CH:23][C:20]([CH:21]=O)=[CH:19][C:18]=1[N+:25]([O-:27])=[O:26].[NH2:28][C:29]([NH2:31])=[O:30].Cl. Product: [OH:16][C:17]1[CH:24]=[CH:23][C:20]([CH:21]2[C:8]([C:9]3[CH:14]=[CH:13][CH:12]=[CH:11][CH:10]=3)=[C:7]([C:1]3[CH:6]=[CH:5][CH:4]=[CH:3][CH:2]=3)[NH:31][C:29](=[O:30])[NH:28]2)=[CH:19][C:18]=1[N+:25]([O-:27])=[O:26]. The catalyst class is: 14. (3) Reactant: [Cl:1][C:2]1[CH:22]=[CH:21][C:5]2[N:6]=[C:7]([N:9]3[C:13](=[O:14])[CH:12]=[C:11]([C:15]4[CH:20]=[CH:19][CH:18]=[CH:17][CH:16]=4)[NH:10]3)[S:8][C:4]=2[CH:3]=1.CO[CH:25](OC)[N:26]([CH3:28])[CH3:27]. Product: [Cl:1][C:2]1[CH:22]=[CH:21][C:5]2[N:6]=[C:7]([N:9]3[C:13](=[O:14])[C:12](=[CH:25][N:26]([CH3:28])[CH3:27])[C:11]([C:15]4[CH:20]=[CH:19][CH:18]=[CH:17][CH:16]=4)=[N:10]3)[S:8][C:4]=2[CH:3]=1. The catalyst class is: 1. (4) The catalyst class is: 16. Product: [Cl:15][C:9]1[CH:10]=[C:11]([Cl:14])[CH:12]=[CH:13][C:8]=1[C:6]1[N:7]=[C:2]([NH:21][CH2:22][CH2:23][NH:24][C:25]2[N:26]=[CH:27][C:28]([C:29]#[N:30])=[CH:31][CH:32]=2)[C:3]2[N:4]([N:16]=[CH:17][N:18]=2)[CH:5]=1. Reactant: Cl[C:2]1[C:3]2[N:4]([N:16]=[CH:17][N:18]=2)[CH:5]=[C:6]([C:8]2[CH:13]=[CH:12][C:11]([Cl:14])=[CH:10][C:9]=2[Cl:15])[N:7]=1.Cl.Cl.[NH2:21][CH2:22][CH2:23][NH:24][C:25]1[CH:32]=[CH:31][C:28]([C:29]#[N:30])=[CH:27][N:26]=1.C(N(CC)C(C)C)(C)C. (5) Reactant: [F:1][CH:2]([F:30])[C:3]1[CH:8]=[C:7]([O:9][CH2:10][C@H:11]2[CH2:15][O:14][C:13]([CH3:17])([CH3:16])[O:12]2)[CH:6]=[CH:5][C:4]=1[C:18]1[NH:22][C:21]2[CH:23]=[CH:24][CH:25]=[C:26]([C:27](O)=[O:28])[C:20]=2[N:19]=1.S1C=CN=C1N.CN(C(ON1N=[N:52][C:47]2[CH:48]=[CH:49][CH:50]=[N:51]C1=2)=[N+](C)C)C.F[P-](F)(F)(F)(F)F.CCN(C(C)C)C(C)C. Product: [F:30][CH:2]([F:1])[C:3]1[CH:8]=[C:7]([O:9][CH2:10][C@H:11]2[CH2:15][O:14][C:13]([CH3:16])([CH3:17])[O:12]2)[CH:6]=[CH:5][C:4]=1[C:18]1[NH:22][C:21]2[CH:23]=[CH:24][CH:25]=[C:26]([C:27]([NH:52][C:47]3[CH2:48][CH:49]=[CH:50][N:51]=3)=[O:28])[C:20]=2[N:19]=1. The catalyst class is: 18. (6) Reactant: [NH2:1][C:2]1[C:3]([CH3:12])=[C:4]([CH:9]=[CH:10][CH:11]=1)[C:5]([O:7][CH3:8])=[O:6].[Cl:13]N1C(=O)CCC1=O. Product: [NH2:1][C:2]1[C:3]([CH3:12])=[C:4]([C:9]([Cl:13])=[CH:10][CH:11]=1)[C:5]([O:7][CH3:8])=[O:6]. The catalyst class is: 9.